This data is from Peptide-MHC class I binding affinity with 185,985 pairs from IEDB/IMGT. The task is: Regression. Given a peptide amino acid sequence and an MHC pseudo amino acid sequence, predict their binding affinity value. This is MHC class I binding data. The peptide sequence is SMFITAATI. The MHC is HLA-A02:06 with pseudo-sequence HLA-A02:06. The binding affinity (normalized) is 0.382.